Dataset: Forward reaction prediction with 1.9M reactions from USPTO patents (1976-2016). Task: Predict the product of the given reaction. (1) Given the reactants F[C:2]1[CH:7]=[CH:6][C:5]([N+:8]([O-:10])=[O:9])=[C:4]([F:11])[C:3]=1[F:12].[CH2:13]([OH:20])[C:14]1[CH:19]=[CH:18][CH:17]=[CH:16][CH:15]=1.C(=O)([O-])[O-].[K+].[K+].O, predict the reaction product. The product is: [CH2:13]([O:20][C:2]1[CH:7]=[CH:6][C:5]([N+:8]([O-:10])=[O:9])=[C:4]([F:11])[C:3]=1[F:12])[C:14]1[CH:19]=[CH:18][CH:17]=[CH:16][CH:15]=1. (2) The product is: [C:24]([O:23][C:21]([N:9]1[CH2:10][CH2:11][CH:12]([O:13][Si:14]([C:17]([CH3:19])([CH3:18])[CH3:20])([CH3:15])[CH3:16])[C:7](=[O:28])[CH2:8]1)=[O:22])([CH3:25])([CH3:27])[CH3:26]. Given the reactants C(OC/C=[C:7]1\[CH2:8][N:9]([C:21]([O:23][C:24]([CH3:27])([CH3:26])[CH3:25])=[O:22])[CH2:10][CH2:11][CH:12]\1[O:13][Si:14]([C:17]([CH3:20])([CH3:19])[CH3:18])([CH3:16])[CH3:15])(=O)C.[O:28]=[O+][O-], predict the reaction product. (3) The product is: [Cl:1][C:2]1[CH:7]=[CH:6][C:5]([NH:8][C:9]([NH:23][CH2:22][C:21]2[CH:24]=[CH:25][CH:26]=[C:19]([N+:16]([O-:18])=[O:17])[CH:20]=2)=[O:10])=[CH:4][C:3]=1[C:11]([F:12])([F:13])[F:14]. Given the reactants [Cl:1][C:2]1[CH:7]=[CH:6][C:5]([N:8]=[C:9]=[O:10])=[CH:4][C:3]=1[C:11]([F:14])([F:13])[F:12].Cl.[N+:16]([C:19]1[CH:20]=[C:21]([CH:24]=[CH:25][CH:26]=1)[CH2:22][NH2:23])([O-:18])=[O:17].C(N(CC)CC)C, predict the reaction product. (4) Given the reactants Cl[CH2:2][C:3]#[C:4][CH2:5][O:6][C:7]1[CH:16]=[C:15]2[C:10]([CH2:11][CH2:12][C:13](=[O:17])[NH:14]2)=[CH:9][CH:8]=1.[Na+].[I-].Cl.[Cl:21][C:22]1[C:27]([Cl:28])=[CH:26][CH:25]=[CH:24][C:23]=1[N:29]1[CH2:34][CH2:33][NH:32][CH2:31][CH2:30]1.C([O-])([O-])=O.[K+].[K+], predict the reaction product. The product is: [Cl:21][C:22]1[C:27]([Cl:28])=[CH:26][CH:25]=[CH:24][C:23]=1[N:29]1[CH2:34][CH2:33][N:32]([CH2:2][C:3]#[C:4][CH2:5][O:6][C:7]2[CH:16]=[C:15]3[C:10]([CH2:11][CH2:12][C:13](=[O:17])[NH:14]3)=[CH:9][CH:8]=2)[CH2:31][CH2:30]1. (5) The product is: [C:16]1([NH:22][C:23]([NH:15][CH:2]2[C:14]3[NH:13][C:12]4[C:7](=[CH:8][CH:9]=[CH:10][CH:11]=4)[C:6]=3[CH2:5][CH2:4][CH2:3]2)=[O:24])[CH:21]=[CH:20][CH:19]=[CH:18][CH:17]=1. Given the reactants Cl.[CH:2]1([NH2:15])[C:14]2[NH:13][C:12]3[C:7](=[CH:8][CH:9]=[CH:10][CH:11]=3)[C:6]=2[CH2:5][CH2:4][CH2:3]1.[C:16]1([N:22]=[C:23]=[O:24])[CH:21]=[CH:20][CH:19]=[CH:18][CH:17]=1, predict the reaction product. (6) Given the reactants [S:1]1[C:5]2[CH:6]=[CH:7][CH:8]=[CH:9][C:4]=2[CH:3]=[CH:2]1.C([Li])CCC.[CH2:15]=[O:16].Cl, predict the reaction product. The product is: [S:1]1[C:5]2[CH:6]=[CH:7][CH:8]=[CH:9][C:4]=2[CH:3]=[C:2]1[CH2:15][OH:16].